Dataset: Reaction yield outcomes from USPTO patents with 853,638 reactions. Task: Predict the reaction yield, written as a fraction of the theoretical maximum amount of product (1.0 means a 100% yield; for example, 0.34 means a 34% yield). (1) The reactants are Br[C:2]1[CH:3]=[C:4]([N:8]2[C:16]3[C:11](=[CH:12][C:13](C4C=NN(C)C=4)=[CH:14][CH:15]=3)[C:10]([C:23]([NH2:25])=[O:24])=[N:9]2)[CH:5]=[CH:6][CH:7]=1.[C:26]([C@:28]1([OH:35])[CH2:32][CH2:31][N:30]([CH3:33])[C:29]1=[O:34])#[CH:27]. No catalyst specified. The product is [OH:35][C@@:28]1([C:26]#[C:27][C:2]2[CH:3]=[C:4]([N:8]3[C:16]4[C:11](=[CH:12][C:13]([C:10]5[CH:11]=[CH:16][N:8]([CH3:4])[N:9]=5)=[CH:14][CH:15]=4)[C:10]([C:23]([NH2:25])=[O:24])=[N:9]3)[CH:5]=[CH:6][CH:7]=2)[CH2:32][CH2:31][N:30]([CH3:33])[C:29]1=[O:34]. The yield is 0.0200. (2) The reactants are [N:1]1([S:10]([C:13]2[CH:21]=[CH:20][C:16]([C:17](Cl)=[O:18])=[CH:15][CH:14]=2)(=[O:12])=[O:11])[C:9]2[C:4](=[CH:5][CH:6]=[CH:7][CH:8]=2)[CH2:3][CH2:2]1.[NH2:22][C:23]1[CH:28]=[CH:27][C:26]([Br:29])=[CH:25][C:24]=1[C:30]1[NH:34][C:33](=[O:35])[O:32][N:31]=1. The catalyst is C(Cl)Cl.N1C=CC=CC=1. The product is [Br:29][C:26]1[CH:27]=[CH:28][C:23]([NH:22][C:17](=[O:18])[C:16]2[CH:20]=[CH:21][C:13]([S:10]([N:1]3[C:9]4[C:4](=[CH:5][CH:6]=[CH:7][CH:8]=4)[CH2:3][CH2:2]3)(=[O:12])=[O:11])=[CH:14][CH:15]=2)=[C:24]([C:30]2[NH:34][C:33](=[O:35])[O:32][N:31]=2)[CH:25]=1. The yield is 0.690. (3) The reactants are Cl[C:2]1[N:3]=[C:4]([N:22]2[CH2:27][CH2:26][NH:25][CH2:24][CH:23]2[C:28](=[O:37])[NH:29][C:30]2[CH:35]=[CH:34][CH:33]=[C:32]([CH3:36])[CH:31]=2)[C:5]2[N:11]=[C:10]([C:12]3[CH:17]=[CH:16][C:15]([O:18][CH3:19])=[C:14]([O:20][CH3:21])[CH:13]=3)[CH:9]=[CH:8][C:6]=2[N:7]=1.C([O-])([O-])=O.[K+].[K+].[Cl:44][C:45]1[CH:46]=[C:47]([CH:49]=[CH:50][C:51]=1[F:52])[NH2:48]. The catalyst is C1C=CC([P]([Pd]([P](C2C=CC=CC=2)(C2C=CC=CC=2)C2C=CC=CC=2)([P](C2C=CC=CC=2)(C2C=CC=CC=2)C2C=CC=CC=2)[P](C2C=CC=CC=2)(C2C=CC=CC=2)C2C=CC=CC=2)(C2C=CC=CC=2)C2C=CC=CC=2)=CC=1.O1CCOCC1.CC(O)(C)C. The product is [Cl:44][C:45]1[CH:46]=[C:47]([CH:49]=[CH:50][C:51]=1[F:52])[NH:48][C:2]1[N:3]=[C:4]([N:22]2[CH2:27][CH2:26][NH:25][CH2:24][CH:23]2[C:28](=[O:37])[NH:29][C:30]2[CH:35]=[CH:34][CH:33]=[C:32]([CH3:36])[CH:31]=2)[C:5]2[N:11]=[C:10]([C:12]3[CH:17]=[CH:16][C:15]([O:18][CH3:19])=[C:14]([O:20][CH3:21])[CH:13]=3)[CH:9]=[CH:8][C:6]=2[N:7]=1. The yield is 0.470. (4) The reactants are C(O[C:4](=O)[C:5]([C:10]1[CH:28]=[CH:27][C:13]2[N:14]=[C:15]([NH:18][C:19]3[CH:24]=[CH:23][C:22]([F:25])=[CH:21][C:20]=3[CH3:26])[N:16]([CH3:17])[C:12]=2[C:11]=1[C:29]#[N:30])(C)[C:6](=O)[CH3:7])C.O.S(=O)(=O)(O)[OH:34].[OH-].[NH4+]. The catalyst is C(O)(=O)C. The product is [F:25][C:22]1[CH:23]=[CH:24][C:19]([NH:18][C:15]2[N:16]([CH3:17])[C:12]3[C:11]4[C:29](=[O:34])[NH:30][C:6]([CH3:7])=[C:5]([CH3:4])[C:10]=4[CH:28]=[CH:27][C:13]=3[N:14]=2)=[C:20]([CH3:26])[CH:21]=1. The yield is 0.890. (5) The reactants are C(OC(=O)[NH:7][CH:8]1[CH2:13][CH2:12][N:11]([C:14]2[C:15]3[S:22][CH:21]=[CH:20][C:16]=3[N:17]=[CH:18][N:19]=2)[CH2:10][CH2:9]1)(C)(C)C.C(O)(C(F)(F)F)=O. The catalyst is C(Cl)Cl. The product is [N:17]1[C:16]2[CH:20]=[CH:21][S:22][C:15]=2[C:14]([N:11]2[CH2:10][CH2:9][CH:8]([NH2:7])[CH2:13][CH2:12]2)=[N:19][CH:18]=1. The yield is 0.620. (6) The reactants are [N:1]1[C:10]2[C:5](=[N:6][CH:7]=[CH:8][CH:9]=2)[CH:4]=[CH:3][C:2]=1[NH:11][C:12](=[O:14])[CH3:13].N1C=CC=CC=1.[Br:21]Br. The catalyst is C(Cl)(Cl)(Cl)Cl. The product is [Br:21][C:8]1[CH:9]=[C:10]2[C:5]([CH:4]=[CH:3][C:2]([NH:11][C:12](=[O:14])[CH3:13])=[N:1]2)=[N:6][CH:7]=1. The yield is 0.370. (7) The reactants are [CH2:1]([N:6]1[C:14]2[N:13]=[C:12]([C:15]([F:18])([F:17])[F:16])[NH:11][C:10]=2[C:9](=[S:19])[NH:8][C:7]1=[O:20])[CH2:2][CH2:3][CH2:4][CH3:5].[OH-].[Na+].S(OC)(O[CH3:27])(=O)=O. The catalyst is O. The product is [CH3:27][S:19][C:9]1[C:10]2[NH:11][C:12]([C:15]([F:16])([F:18])[F:17])=[N:13][C:14]=2[N:6]([CH2:1][CH2:2][CH2:3][CH2:4][CH3:5])[C:7](=[O:20])[N:8]=1. The yield is 0.950. (8) The reactants are [CH:1]1([CH2:4][O:5][C:6]2[N:11]=[C:10]([C:12]([NH:14][C:15]3([CH2:19][C:20]([OH:22])=O)[CH2:18][S:17][CH2:16]3)=[O:13])[CH:9]=[CH:8][C:7]=2[C:23]([F:26])([F:25])[F:24])[CH2:3][CH2:2]1.C1N=C[N:29](C(N2C=NC=C2)=O)C=1.N. No catalyst specified. The product is [NH2:29][C:20](=[O:22])[CH2:19][C:15]1([NH:14][C:12]([C:10]2[CH:9]=[CH:8][C:7]([C:23]([F:24])([F:25])[F:26])=[C:6]([O:5][CH2:4][CH:1]3[CH2:3][CH2:2]3)[N:11]=2)=[O:13])[CH2:18][S:17][CH2:16]1. The yield is 0.170.